From a dataset of Catalyst prediction with 721,799 reactions and 888 catalyst types from USPTO. Predict which catalyst facilitates the given reaction. (1) Reactant: [Cl:1][C:2]1[CH:7]=[CH:6][C:5]([NH:8][C:9](=[O:23])[NH:10][CH:11]([CH2:16][C:17]2[CH:22]=[CH:21][CH:20]=[CH:19][CH:18]=2)[C:12]([O:14]C)=[O:13])=[CH:4][CH:3]=1.[OH-].[Na+].C1COCC1. Product: [Cl:1][C:2]1[CH:3]=[CH:4][C:5]([NH:8][C:9](=[O:23])[NH:10][CH:11]([CH2:16][C:17]2[CH:22]=[CH:21][CH:20]=[CH:19][CH:18]=2)[C:12]([OH:14])=[O:13])=[CH:6][CH:7]=1. The catalyst class is: 5. (2) Reactant: [CH2:1]([O:3][C:4](=[O:17])[CH2:5][O:6][C:7]1[CH:12]=[CH:11][C:10]([O:13][CH3:14])=[CH:9][C:8]=1[CH:15]=O)[CH3:2].CC([O-])(C)C.[K+]. Product: [CH2:1]([O:3][C:4]([C:5]1[O:6][C:7]2[CH:12]=[CH:11][C:10]([O:13][CH3:14])=[CH:9][C:8]=2[CH:15]=1)=[O:17])[CH3:2]. The catalyst class is: 216.